From a dataset of Full USPTO retrosynthesis dataset with 1.9M reactions from patents (1976-2016). Predict the reactants needed to synthesize the given product. (1) Given the product [CH2:30]([CH:35]1[CH2:36][CH2:37][C:38]([C:48]2[CH:53]=[CH:52][CH:51]=[C:50]([F:54])[C:49]=2[F:55])([CH:41]2[CH2:42][CH2:43][C:44](=[CH:2][O:3][CH3:4])[CH2:45][CH2:46]2)[CH2:39][CH2:40]1)[CH2:31][CH2:32][CH2:33][CH3:34], predict the reactants needed to synthesize it. The reactants are: [Cl-].[CH3:2][O:3][CH2:4][P+](C1C=CC=CC=1)(C1C=CC=CC=1)C1C=CC=CC=1.CC(C)([O-])C.[K+].[CH2:30]([CH:35]1[CH2:40][CH2:39][C:38]([C:48]2[CH:53]=[CH:52][CH:51]=[C:50]([F:54])[C:49]=2[F:55])([CH:41]2[CH2:46][CH2:45][C:44](=O)[CH2:43][CH2:42]2)[CH2:37][CH2:36]1)[CH2:31][CH2:32][CH2:33][CH3:34].O. (2) Given the product [CH3:2][O:18][C:10]1[CH:9]=[CH:8][C:13]([OH:15])=[CH:12][CH:11]=1.[C:13]([OH:15])(=[O:14])[C:12]([CH3:2])=[CH2:11], predict the reactants needed to synthesize it. The reactants are: N[CH2:2]CNCCN.[C:8](O)(=O)[CH2:9][CH2:10][CH2:11][CH2:12][C:13]([OH:15])=[O:14].[OH2:18]. (3) Given the product [NH:26]=[C:25]1[O:30][CH:29]([C:10]2[S:11][C:5]3[N:4]([CH2:12][CH:13]([CH3:14])[CH3:15])[C:3](=[O:16])[N:2]([CH3:1])[C:7](=[O:8])[C:6]=3[CH:9]=2)[C:28]2[CH:31]=[CH:32][CH:33]=[CH:34][C:27]1=2, predict the reactants needed to synthesize it. The reactants are: [CH3:1][N:2]1[C:7](=[O:8])[C:6]2[CH:9]=[CH:10][S:11][C:5]=2[N:4]([CH2:12][CH:13]([CH3:15])[CH3:14])[C:3]1=[O:16].C([N-]C(C)C)(C)C.[Li+].[C:25]([C:27]1[CH:34]=[CH:33][CH:32]=[CH:31][C:28]=1[CH:29]=[O:30])#[N:26].O. (4) Given the product [CH3:14][C:4]1[C:5]([C:11]([OH:13])=[O:12])=[N:6][C:7]([C:8]([OH:10])=[O:9])=[CH:2][C:3]=1[O:15][CH3:16], predict the reactants needed to synthesize it. The reactants are: C[C:2]1[C:3]([O:15][CH3:16])=[C:4]([CH3:14])[C:5]([C:11]([OH:13])=[O:12])=[N:6][C:7]=1[C:8]([OH:10])=[O:9].[OH-].[Na+]. (5) Given the product [Cl:1][C:2]1[CH:7]=[CH:6][C:5]([C:8]2([CH:12]([C:22]3[CH:27]=[CH:26][CH:25]=[C:24]([CH2:28][N:29]([CH3:30])[S:37]([C:35]4[CH:34]=[N:33][N:32]([CH3:31])[CH:36]=4)(=[O:39])=[O:38])[CH:23]=3)[CH2:13][NH:14][C:15](=[O:21])[O:16][C:17]([CH3:19])([CH3:20])[CH3:18])[CH2:11][CH2:10][CH2:9]2)=[CH:4][CH:3]=1, predict the reactants needed to synthesize it. The reactants are: [Cl:1][C:2]1[CH:7]=[CH:6][C:5]([C:8]2([CH:12]([C:22]3[CH:27]=[CH:26][CH:25]=[C:24]([CH2:28][NH:29][CH3:30])[CH:23]=3)[CH2:13][NH:14][C:15](=[O:21])[O:16][C:17]([CH3:20])([CH3:19])[CH3:18])[CH2:11][CH2:10][CH2:9]2)=[CH:4][CH:3]=1.[CH3:31][N:32]1[CH:36]=[C:35]([S:37](Cl)(=[O:39])=[O:38])[CH:34]=[N:33]1. (6) Given the product [NH2:2][CH2:1][C:3]1([C:16]2[CH:21]=[CH:20][CH:19]=[C:18]([F:22])[N:17]=2)[CH2:8][CH2:7][N:6]([C:9]([O:11][C:12]([CH3:14])([CH3:15])[CH3:13])=[O:10])[CH2:5][CH2:4]1, predict the reactants needed to synthesize it. The reactants are: [C:1]([C:3]1([C:16]2[CH:21]=[CH:20][CH:19]=[C:18]([F:22])[N:17]=2)[CH2:8][CH2:7][N:6]([C:9]([O:11][C:12]([CH3:15])([CH3:14])[CH3:13])=[O:10])[CH2:5][CH2:4]1)#[N:2].C(N(CC)CC)C.[H][H]. (7) The reactants are: [CH:1]1[C:14]2[S:13][C:12]3[C:7](=[CH:8][CH:9]=[CH:10][CH:11]=3)[O:6][C:5]=2[CH:4]=[CH:3][CH:2]=1.[CH3:15][O:16][S:17]([O-:20])(=[O:19])=[O:18].[C:21]1([I+]C2C=CC=CC=2)[CH:26]=[CH:25][CH:24]=[CH:23][CH:22]=1. Given the product [CH3:15][O:16][S:17]([O-:20])(=[O:19])=[O:18].[C:21]1([S+:13]2[C:14]3[CH:1]=[CH:2][CH:3]=[CH:4][C:5]=3[O:6][C:7]3[C:12]2=[CH:11][CH:10]=[CH:9][CH:8]=3)[CH:26]=[CH:25][CH:24]=[CH:23][CH:22]=1, predict the reactants needed to synthesize it.